This data is from Catalyst prediction with 721,799 reactions and 888 catalyst types from USPTO. The task is: Predict which catalyst facilitates the given reaction. (1) Reactant: [CH:1]([C:3]1C=C[C:6]([N:9]2[CH2:14][CH2:13][N:12]([C:15]([O:17][C:18]([CH3:21])([CH3:20])[CH3:19])=[O:16])[CH2:11][CH2:10]2)=[CH:5][C:4]=1O)=O.[C:23]([CH2:25][C:26]([O:28][CH2:29][CH3:30])=[O:27])#[N:24].N1CCCCC1.CC(O)=O. Product: [C:23]([C:25]1[C:26](=[O:27])[O:28][C:29]2[C:3]([CH:1]=1)=[CH:4][CH:5]=[C:6]([N:9]1[CH2:10][CH2:11][N:12]([C:15]([O:17][C:18]([CH3:21])([CH3:20])[CH3:19])=[O:16])[CH2:13][CH2:14]1)[CH:30]=2)#[N:24]. The catalyst class is: 578. (2) Reactant: [CH3:1][O:2][C:3](=[O:19])[CH2:4][O:5][C:6]1[CH:11]=[C:10]([CH:12]([CH3:14])[CH3:13])[C:9]([S:15]C#N)=[CH:8][C:7]=1[CH3:18].SC[C@H]([C@@H](CS)O)O.OP([O-])(O)=O.[K+]. Product: [CH3:1][O:2][C:3](=[O:19])[CH2:4][O:5][C:6]1[CH:11]=[C:10]([CH:12]([CH3:13])[CH3:14])[C:9]([SH:15])=[CH:8][C:7]=1[CH3:18]. The catalyst class is: 5.